This data is from Drug-target binding data from BindingDB using Ki measurements. The task is: Regression. Given a target protein amino acid sequence and a drug SMILES string, predict the binding affinity score between them. We predict pKi (pKi = -log10(Ki in M); higher means stronger inhibition). Dataset: bindingdb_ki. (1) The pKi is 6.2. The small molecule is NCCCCCCN. The target protein sequence is MAKEWGYASHNGPDHWHELFPNAKGENQSPVELHTKDIRHDPSLQPWSVSYDGGSAKTILNNGKTCRVVFDDTYDRSMLRGGPLPGPYRLRQFHLHWGSSDDHGSEHTVDGVKYAAELHLVHWNPKYNTFKEALKQRDGIAVIGIFLKIGHENGEFQIFLDALDKIKTKGKEAPFTKFDPSCLFPACRDYWTYQGSFTTPPCEECIVWLLLKEPMTVSSDQMAKLRSLLSSAENEPPVPLVSNWRPPQPINNRVVRASFK. (2) The compound is COc1cc(Cc2cnc(N)nc2N)c2cc(Cc3c(C(=O)N(C)C)[nH]c4ccc(Cl)cc34)oc2c1OC. The target protein sequence is MTKKIVAIWAQDEEGVIGKENRLPWHLPAELQHFKETTLNHAILMGRVTFDGMGRRLLPKRETLILTRNPEEKIDGVATFQDVQSVLDWYQAQEKNLYILGGKQIFQAFEPYLDEVIVTHIHARVEGDTYFPEELDLSLFETVSSKFYAKDEKNPYDFTIQYRKRKEV. The pKi is 8.0. (3) The compound is Cc1nc2c(I)c(Cl)c(Cl)c(I)c2[nH]1. The target protein (P19139) has sequence MSGPVPSRARVYTDVNTHRPREYWDYESHVVEWGNQDDYQLVRKLGRGKYSEVFEAINITNNEKVVVKILKPVKKKKIKREIKILENLRGGPNIITLADIVKDPVSRTPALVFEHVNNTDFKQLYQTLTDYDIRFYMYEILKALDYCHSMGIMHRDVKPHNVMIDHEHRKLRLIDWGLAEFYHPGQEYNVRVASRYFKGPELLVDYQMYDYSLDMWSLGCMLASMIFRKEPFFHGHDNYDQLVRIAKVLGTEDLYDYIDKYNIELDPRFNDILGRHSRKRWERFVHSENQHLVSPEALDFLDKLLRYDHQSRLTAREAMEHPYFYTVVKDQARMSSAGMAGGSTPVSSANMMSGISSVPTPSPLGPLAGSPVIAAANSLGIPVPAAAGAQQ. The pKi is 6.5. (4) The compound is CCCCCCCCN[C@H]1C=C(CO)[C@@H](O)[C@H](O)[C@H]1O. The target protein sequence is MATVQQLEGRWRLVDSKGFDEYMKELGVGIALRKAGAMAKPDCIITCDGKNLTIKTESTAKTTQFSCTLGEKFEETTADGRKTQTVCNFTDGALVQHQEWDGKESTITRKLKDGKLVVECVMNNVTCTRIYEKVE. The pKi is 6.2. (5) The small molecule is CN1CCN(Cc2ccc(NC(=O)Nc3ccc(Nc4ccc5ncccc5c4)cc3)cc2C(F)(F)F)CC1. The target protein sequence is MLEICLKLVGCKSKKGLSSSSSCYLEEALQRPVASDFEPQGLSEAARWNSKENLLAGPSENDPNLFVALYDFVASGDNTLSITKGEKLRVLGYNHNGEWCEAQTKNGQGWVPSNYITPVNSLEKHSWYHGPVSRNAAEYLLSSGINGSFLVRESESSPGQRSISLRYEGRVYHYRINTASDGKLYVSSESRFNTLAELVHHHSTVADGLITTLHYPAPKRNKPTVYGVSPNYDKWEMERTDITMKHKLGGGQFGEVYEGVWKKYSLTVAVKTLKEDTMEVEEFLKEAAVMKEIKHPNLVQLLGVCTREPPFYIITEFMTYGNLLDYLRECNRQEVNAVVLLYMATQISSAMEYLEKKNFIHRDLAARNCLVGENHLVKVADFGLSRLMTGDTYTAHAGAKFPIKWTAPESLAYNKFSIKSDVWAFGVLLWEIATYGMSPYPGIDLSQVYELLEKDYRMERPEGCPEKVYELMRACWQWNPSDRPSFAEIHQAFETMFQES.... The pKi is 7.3. (6) The target protein (P22412) has sequence MWTSWWLWPLVAVCAADQFRDLAVRIMQDTPVIDGHNDLPWQLLNLFNNQLQDPGANLSSLAHTHTNIPKLKAGFVGGQFWSAYVPCDTQNRDAVKRTLEQIDVIQRMCQAYPETFACVTSSTGIRQAFREGKVASLVGVEGGHSIDSSLGVLRALYHLGMRYMTLTHSCNTPWADNWLVDTGDDKAQSQGLSHFGQSVVKEMNRLGVMIDLAHVSVATMRAALKLSQAPVIFSHSSAYSLCPHRRNVPDDVLQLVKETGSLVMVNFYNDYVSCSAKANLSQVADHLDHIKKVAGAAAVGFGGDYDGVSRVPSGLEDVSKYPDLVAELLRRQWTEAEVRGALADNLLRVFEAVEQASNHAQVPGEEPIPLGQLEASCRTNYGYSAAPSLHLPPGSLLASLVPLLLLSLP. The pKi is 7.7. The drug is CC1(C)CC1C(=O)N/C(=C\CCCCSc1ncccc1O)C(=O)O.